From a dataset of Experimentally validated miRNA-target interactions with 360,000+ pairs, plus equal number of negative samples. Binary Classification. Given a miRNA mature sequence and a target amino acid sequence, predict their likelihood of interaction. (1) The miRNA is mmu-miR-466l-5p with sequence UUGUGUGUACAUGUACAUGUAU. The protein sequence of the target gene is MGQGDESERIVINVGGTRHQTYRSTLRTLPGTRLAWLAEPDAHSHFDYDPRADEFFFDRHPGVFAHILNYYRTGKLHCPADVCGPLYEEELAFWGIDETDVEPCCWMTYRQHRDAEEALDSFGGAPLDNSADDADADGPGDSGDGEDELEMTKRLALSDSPDGRPGGFWRRWQPRIWALFEDPYSSRYARYVAFASLFFILVSITTFCLETHERFNPIVNKTEIENVRNGTQVRYYREAETEAFLTYIEGVCVVWFTFEFLMRVVFCPNKVEFIKNSLNIIDFVAILPFYLEVGLSGLSS.... Result: 1 (interaction). (2) The miRNA is hsa-miR-6836-3p with sequence AUGCCUCCCCCGGCCCCGCAG. The protein sequence of the target gene is MAFQDLLGHAGDLWRFQILQTVFLSIFAVATYLHFMLENFTAFIPGHRCWVHILDNDTVSDNDTGALSQDALLRISIPLDSNMRPEKCRRFVHPQWQLLHLNGTFPNTSDADMEPCVDGWVYDRISFSSTIVTEWDLVCDSQSLTSVAKFVFMAGMMVGGILGGHLSDRFGRRFVLRWCYLQVAIVGTCAALAPTFLIYCSLRFLSGIAAMSLITNTIMLIAEWATHRFQAMGITLGMCPSGIAFMTLAGLAFAIRDWHILQLVVSVPYFVIFLTSSWLLESARWLIINNKPEEGLKELR.... Result: 1 (interaction). (3) The miRNA is hsa-miR-6737-5p with sequence UUGGGGUGGUCGGCCCUGGAG. The protein sequence of the target gene is MTDSVIYSMLELPTATQAQNDYGPQQKSSSSRPSCSCLVAIALGLLTAVLLSVLLYQWILCQGSNYSTCASCPSCPDRWMKYGNHCYYFSVEEKDWNSSLEFCLARDSHLLVITDNQEMSLLQVFLSEAFCWIGLRNNSGWRWEDGSPLNFSRISSNSFVQTCGAINKNGLQASSCEVPLHWVCKKCPFADQALF. Result: 0 (no interaction). (4) The miRNA is hsa-miR-4791 with sequence UGGAUAUGAUGACUGAAA. The protein sequence of the target gene is MNGGKECDGGDKEGGLPAIQVPVGWQRRVDQNGVLYVSPSGSLLSCLEQVKTYLLTDGTCKCGLECPLILPKVFNFDPGAAVKQRTAEDVKADEDVTKLCIHKRKIIAVATLHKSMEAPHPSLVLTSPGGGTNATPVVPSRAATPRSVRNKSHEGITNSVMPECKNPFKLMIGSSNAMGRLYVQELPGSQQQELHPVYPRQRLGSSEHGQKSPFRGSHGGLPSPASSGSQIYGDGSISPRTDPLGSPDVFTRSNPGFHGAPNSSPIHLNRTPLSPPSVMLHGSPVQSSCAMAGRTNIPLS.... Result: 1 (interaction). (5) The miRNA is hsa-miR-548am-5p with sequence AAAAGUAAUUGCGGUUUUUGCC. The protein sequence of the target gene is MAGQGLPLHVATLLTGLLECLGFAGVLFGWPSLVFVFKNEDYFKDLCGPDAGPIGNATGQADCKAQDERFSLIFTLGSFMNNFMTFPTGYIFDRFKTTVARLIAIFFYTTATLIIAFTSAGSAVLLFLAMPMLTIGGILFLITNLQIGNLFGQHRSTIITLYNGAFDSSSAVFLIIKLLYEKGISLRASFIFISVCSTWHVARTFLLMPRGHIPYPLPPNYSYGLCPGNGTTKEEKETAEHENRELQSKEFLSAKEETPGAGQKQELRSFWSYAFSRRFAWHLVWLSVIQLWHYLFIGTL.... Result: 1 (interaction). (6) The miRNA is hsa-miR-1202 with sequence GUGCCAGCUGCAGUGGGGGAG. The protein sequence of the target gene is MMAQFPTAMNGGPNMWAITSEERTKHDRQFDNLKPSGGYITGDQARNFFLQSGLPAPVLAEIWALSDLNKDGKMDQQEFSIAMKLIKLKLQGQQLPVVLPPIMKQPPMFSPLISARFGMGSMPNLSIPQPLPPAAPITSLSSATSGTNLPPLMMPTPLVPSVSTSSLPNGTASLIQPLPIPYSSSTLPHGSSYSLMMGGFGGASIQKAQSLIDLGSSSSTSSTASLSGNSPKTGTSEWAVPQPTRLKYRQKFNTLDKSMSGYLSGFQARNALLQSNLSQTQLATIWTLADVDGDGQLKAE.... Result: 0 (no interaction). (7) Result: 0 (no interaction). The protein sequence of the target gene is MDARWWAVVVLAAFPSLGAGGETPEAPPESWTQLWFFRFVVNAAGYASFMVPGYLLVQYFRRKNYLETGRGLCFPLVKACVFGNEPKASDEVPLAPRTEAAETTPMWQALKLLFCATGLQVSYLTWGVLQERVMTRSYGATATSPGERFTDSQFLVLMNRVLALIVAGLSCVLCKQPRHGAPMYRYSFASLSNVLSSWCQYEALKFVSFPTQVLAKASKVIPVMLMGKLVSRRSYEHWEYLTATLISIGVSMFLLSSGPEPRSSPATTLSGLILLAGYIAFDSFTSNWQDALFAYKMSSV.... The miRNA is hsa-miR-892a with sequence CACUGUGUCCUUUCUGCGUAG.